Dataset: Full USPTO retrosynthesis dataset with 1.9M reactions from patents (1976-2016). Task: Predict the reactants needed to synthesize the given product. (1) Given the product [CH2:35]([N:27]([CH2:28][C:29]1[CH:34]=[CH:33][CH:32]=[CH:31][CH:30]=1)[C@H:20]1[CH2:19][C:18]2[C:23](=[CH:24][CH:25]=[CH:26][C:17]=2[C:5]2[CH:4]=[N:3][C:2]([F:1])=[CH:7][CH:6]=2)[O:22][CH2:21]1)[C:36]1[CH:37]=[CH:38][CH:39]=[CH:40][CH:41]=1, predict the reactants needed to synthesize it. The reactants are: [F:1][C:2]1[CH:7]=[CH:6][C:5](B(O)O)=[CH:4][N:3]=1.FC(F)(F)S(O[C:17]1[CH:26]=[CH:25][CH:24]=[C:23]2[C:18]=1[CH2:19][C@H:20]([N:27]([CH2:35][C:36]1[CH:41]=[CH:40][CH:39]=[CH:38][CH:37]=1)[CH2:28][C:29]1[CH:34]=[CH:33][CH:32]=[CH:31][CH:30]=1)[CH2:21][O:22]2)(=O)=O. (2) Given the product [CH3:1][C@H:2]([NH2:6])[C:3]([OH:5])=[O:4].[CH3:14][C:15]([OH:17])=[O:16].[CH:7]1[C:12]([CH2:13][C@H:14]([NH2:18])[C:15]([OH:17])=[O:16])=[CH:11][CH:10]=[C:9]([OH:19])[CH:8]=1.[CH2:20]([CH2:24][C@H:25]([NH2:29])[C:26]([OH:28])=[O:27])[CH2:21][CH2:22][NH2:23].[CH2:30]([C@H:35]([NH2:39])[C:36]([OH:38])=[O:37])[CH2:31][C:32]([OH:34])=[O:33], predict the reactants needed to synthesize it. The reactants are: [CH3:1][C@H:2]([NH2:6])[C:3]([OH:5])=[O:4].[CH:7]1[C:12]([CH2:13][C@H:14]([NH2:18])[C:15]([OH:17])=[O:16])=[CH:11][CH:10]=[C:9]([OH:19])[CH:8]=1.[CH2:20]([CH2:24][C@H:25]([NH2:29])[C:26]([OH:28])=[O:27])[CH2:21][CH2:22][NH2:23].[CH2:30]([C@H:35]([NH2:39])[C:36]([OH:38])=[O:37])[CH2:31][C:32]([OH:34])=[O:33]. (3) The reactants are: Br[C:2]1[CH:3]=[C:4]([CH:8]=[CH:9][C:10]=1[Cl:11])[C:5]([OH:7])=O.C1CN([P+](ON2N=[N:36][C:31]3C=[CH:33][CH:34]=[CH:35][C:30]2=3)(N2CCCC2)N2CCCC2)CC1.F[P-](F)(F)(F)(F)F.CCN(C(C)C)C(C)C.[CH3:54][O:55][C:56]1[CH:61]=[C:60]([NH2:62])[CH:59]=[C:58]([O:63][CH3:64])[CH:57]=1. Given the product [Cl:11][C:10]1[CH:9]=[CH:8][C:4]([C:5]([NH:62][C:60]2[CH:59]=[C:58]([O:63][CH3:64])[CH:57]=[C:56]([O:55][CH3:54])[CH:61]=2)=[O:7])=[CH:3][C:2]=1[C:31]1[CH:30]=[CH:35][CH:34]=[CH:33][N:36]=1, predict the reactants needed to synthesize it.